Dataset: Human liver microsome stability data. Task: Regression/Classification. Given a drug SMILES string, predict its absorption, distribution, metabolism, or excretion properties. Task type varies by dataset: regression for continuous measurements (e.g., permeability, clearance, half-life) or binary classification for categorical outcomes (e.g., BBB penetration, CYP inhibition). Dataset: hlm. (1) The drug is C=C(C)[C@@H]1CC[C@]2(CNCCNCCO)CC[C@]3(C)[C@H](CC[C@@H]4[C@@]5(C)CC=C(c6ccc(C(=O)O)cc6)C(C)(C)[C@@H]5CC[C@]43C)[C@@H]12. The result is 0 (unstable in human liver microsomes). (2) The compound is O=C(NNS(=O)(=O)c1ccccc1F)c1cc(F)cc(-c2ccccn2)c1. The result is 0 (unstable in human liver microsomes).